From a dataset of Catalyst prediction with 721,799 reactions and 888 catalyst types from USPTO. Predict which catalyst facilitates the given reaction. (1) Product: [CH3:27][C:26]([CH3:29])([CH3:28])[C:25]#[C:24][C:22]1[S:21][C:20]([C:30]([O:32][CH3:33])=[O:31])=[C:19]([NH:2][C@H:3]2[CH2:8][CH2:7][CH2:6][N:5]([CH2:9][CH3:10])[C:4]2=[O:11])[CH:23]=1. The catalyst class is: 231. Reactant: Cl.[NH2:2][C@H:3]1[CH2:8][CH2:7][CH2:6][N:5]([CH2:9][CH3:10])[C:4]1=[O:11].C(=O)([O-])[O-].[Cs+].[Cs+].Br[C:19]1[CH:23]=[C:22]([C:24]#[C:25][C:26]([CH3:29])([CH3:28])[CH3:27])[S:21][C:20]=1[C:30]([O:32][CH3:33])=[O:31].C1C=CC(P(C2C(C3C(P(C4C=CC=CC=4)C4C=CC=CC=4)=CC=C4C=3C=CC=C4)=C3C(C=CC=C3)=CC=2)C2C=CC=CC=2)=CC=1. (2) Reactant: [CH:1]1([CH2:4][O:5][C:6]2[CH:7]=[C:8]([CH:13]=[CH:14][C:15]=2[N:16]([CH2:21][CH2:22]O)[S:17]([CH3:20])(=[O:19])=[O:18])[C:9]([O:11][CH3:12])=[O:10])[CH2:3][CH2:2]1.C(Br)(Br)(Br)[Br:25].C1(P(C2C=CC=CC=2)C2C=CC=CC=2)C=CC=CC=1. Product: [Br:25][CH2:22][CH2:21][N:16]([C:15]1[CH:14]=[CH:13][C:8]([C:9]([O:11][CH3:12])=[O:10])=[CH:7][C:6]=1[O:5][CH2:4][CH:1]1[CH2:3][CH2:2]1)[S:17]([CH3:20])(=[O:19])=[O:18]. The catalyst class is: 2.